This data is from Reaction yield outcomes from USPTO patents with 853,638 reactions. The task is: Predict the reaction yield, written as a fraction of the theoretical maximum amount of product (1.0 means a 100% yield; for example, 0.34 means a 34% yield). (1) The reactants are [CH3:1][C:2]1([CH3:26])[C:11]2[C:6](=[CH:7][C:8](/[CH:12]=[CH:13]\[C:14]3[CH:23]=[CH:22][C:17]([C:18]([O:20]C)=[O:19])=[CH:16][CH:15]=3)=[CH:9][CH:10]=2)[C:5]([CH3:25])([CH3:24])[CH2:4][CH2:3]1.[OH-].[K+]. The catalyst is O. The product is [CH3:1][C:2]1([CH3:26])[C:11]2[C:6](=[CH:7][C:8](/[CH:12]=[CH:13]\[C:14]3[CH:15]=[CH:16][C:17]([C:18]([OH:20])=[O:19])=[CH:22][CH:23]=3)=[CH:9][CH:10]=2)[C:5]([CH3:25])([CH3:24])[CH2:4][CH2:3]1. The yield is 0.980. (2) The reactants are [N+:1]([C:4]1[CH:5]=[C:6]([CH:16]=[C:17]([C:19]([F:22])([F:21])[F:20])[CH:18]=1)[O:7][CH2:8][CH2:9][N:10]1[CH2:15][CH2:14][O:13][CH2:12][CH2:11]1)([O-])=O. The catalyst is CO.[Pd]. The product is [O:13]1[CH2:12][CH2:11][N:10]([CH2:9][CH2:8][O:7][C:6]2[CH:5]=[C:4]([CH:18]=[C:17]([C:19]([F:21])([F:22])[F:20])[CH:16]=2)[NH2:1])[CH2:15][CH2:14]1. The yield is 0.800. (3) The reactants are [Br:1][C:2]1[CH:7]=[C:6]2[N:8](C(OC(C)(C)C)=O)[C:9](=[O:16])[C:10]3([CH2:15][CH2:14][O:13][CH2:12][CH2:11]3)[C:5]2=[CH:4][CH:3]=1.Cl. The catalyst is O1CCOCC1. The product is [Br:1][C:2]1[CH:7]=[C:6]2[NH:8][C:9](=[O:16])[C:10]3([CH2:11][CH2:12][O:13][CH2:14][CH2:15]3)[C:5]2=[CH:4][CH:3]=1. The yield is 0.980. (4) The reactants are [CH2:1]([C:5]1[N:6]=[C:7]([CH3:27])[NH:8][C:9](=[O:26])[C:10]=1[CH2:11][C:12]1[CH:17]=[CH:16][C:15]([C:18]2[C:19]([C:24]#[N:25])=[CH:20][CH:21]=[CH:22][CH:23]=2)=[CH:14][CH:13]=1)[CH2:2][CH2:3][CH3:4].C(=O)([O-])[O-].[Cs+].[Cs+].Cl[CH2:35][C:36]1[N:40](C(OC(C)(C)C)=O)[C:39]2[CH:48]=[CH:49][CH:50]=[CH:51][C:38]=2[N:37]=1.[I-].[K+]. The catalyst is C(OCC)(=O)C.CN(C)C(=O)C. The product is [NH:37]1[C:38]2[CH:51]=[CH:50][CH:49]=[CH:48][C:39]=2[N:40]=[C:36]1[CH2:35][N:8]1[C:9](=[O:26])[C:10]([CH2:11][C:12]2[CH:17]=[CH:16][C:15]([C:18]3[C:19]([C:24]#[N:25])=[CH:20][CH:21]=[CH:22][CH:23]=3)=[CH:14][CH:13]=2)=[C:5]([CH2:1][CH2:2][CH2:3][CH3:4])[N:6]=[C:7]1[CH3:27]. The yield is 0.180. (5) The reactants are Cl[C:2]1[CH:7]=[N:6][CH:5]=[C:4]([O:8][CH2:9][CH2:10][O:11][C:12]2[CH:17]=[CH:16][CH:15]=[CH:14][CH:13]=2)[N:3]=1.[NH:18]1[CH2:23][CH2:22][NH:21][CH2:20][CH2:19]1.C([O-])([O-])=O.[K+].[K+]. The yield is 0.680. The product is [O:11]([CH2:10][CH2:9][O:8][C:4]1[CH:5]=[N:6][CH:7]=[C:2]([N:18]2[CH2:23][CH2:22][NH:21][CH2:20][CH2:19]2)[N:3]=1)[C:12]1[CH:17]=[CH:16][CH:15]=[CH:14][CH:13]=1. The catalyst is C(#N)C.ClCCl. (6) The catalyst is O.C(O)(=O)C. The reactants are Br.C(O)(=[O:4])C.BrBr.[F:8][C:9]1[CH:14]=[CH:13][C:12]([C:15]2[C:16]([C:20]3[CH:25]=[CH:24][CH:23]=[C:22]([CH3:26])[N:21]=3)=[N:17][NH:18][CH:19]=2)=[CH:11][C:10]=1[C:27](=O)[CH3:28].[NH2:30][C:31]1[S:32][CH2:33][CH2:34][N:35]=1.I([O-])(=O)(=O)=O.[Na+]. The product is [F:8][C:9]1[CH:14]=[CH:13][C:12]([C:15]2[C:16]([C:20]3[CH:25]=[CH:24][CH:23]=[C:22]([CH3:26])[N:21]=3)=[N:17][NH:18][CH:19]=2)=[CH:11][C:10]=1[C:27]1[N:30]=[C:31]2[N:35]([CH:28]=1)[CH2:34][CH2:33][S:32]2=[O:4]. The yield is 0.0620.